From a dataset of Full USPTO retrosynthesis dataset with 1.9M reactions from patents (1976-2016). Predict the reactants needed to synthesize the given product. (1) Given the product [CH:37]1([S:34]([C:31]2[CH:30]=[CH:29][C:28]([CH:18]([O:19][C:20]3[CH:25]=[CH:24][C:23]([F:26])=[CH:22][C:21]=3[F:27])[C:17]([NH:16][C:14]3[S:15][C:11]([O:10][C:7]4[CH:6]=[CH:5][C:4]([C:3]([OH:41])=[O:2])=[CH:9][CH:8]=4)=[CH:12][N:13]=3)=[O:40])=[CH:33][CH:32]=2)(=[O:35])=[O:36])[CH2:38][CH2:39]1, predict the reactants needed to synthesize it. The reactants are: C[O:2][C:3](=[O:41])[C:4]1[CH:9]=[CH:8][C:7]([O:10][C:11]2[S:15][C:14]([NH:16][C:17](=[O:40])[CH:18]([C:28]3[CH:33]=[CH:32][C:31]([S:34]([CH:37]4[CH2:39][CH2:38]4)(=[O:36])=[O:35])=[CH:30][CH:29]=3)[O:19][C:20]3[CH:25]=[CH:24][C:23]([F:26])=[CH:22][C:21]=3[F:27])=[N:13][CH:12]=2)=[CH:6][CH:5]=1.[Li+].[OH-]. (2) Given the product [C:12]([O:11][C:4]1[CH:3]=[C:2]([CH3:1])[CH:10]=[CH:9][C:5]=1[C:6]([OH:8])=[O:7])(=[O:14])[CH3:13], predict the reactants needed to synthesize it. The reactants are: [CH3:1][C:2]1[CH:3]=[C:4]([OH:11])[C:5](=[CH:9][CH:10]=1)[C:6]([OH:8])=[O:7].[C:12](OC(=O)C)(=[O:14])[CH3:13].P(=O)(O)(O)O. (3) Given the product [CH3:14][C:10]1[S:9][C:1]([C:2]2[CH:3]=[N:4][CH:5]=[CH:6][CH:7]=2)=[N:8][C:11]=1[OH:12], predict the reactants needed to synthesize it. The reactants are: [C:1](#[N:8])[C:2]1[CH:7]=[CH:6][CH:5]=[N:4][CH:3]=1.[SH:9][CH:10]([CH3:14])[C:11](O)=[O:12].N1C=CC=CC=1. (4) Given the product [OH:71][C:66]1[CH:65]=[C:64]([C:63]([CH:32]([C:33]2[CH:38]=[CH:37][C:36]([OH:39])=[C:35]([OH:40])[CH:34]=2)[OH:1])=[O:72])[CH:69]=[CH:68][C:67]=1[OH:70], predict the reactants needed to synthesize it. The reactants are: [OH:1]C1C=C(CCC2C=CC(O)=C(O)C=2)C=CC=1O.[OH:40][C:35]1[CH:34]=[C:33]([CH:38]=[CH:37][C:36]=1[OH:39])[CH2:32]N[C@@H]1CCCC[C@H]1N[CH2:32][C:33]1[CH:38]=[CH:37][C:36]([OH:39])=[C:35]([OH:40])[CH:34]=1.OC1C=C(C=CC=1O)CNC(=O)C(N[C:63](=[O:72])[C:64]1[CH:69]=[CH:68][C:67]([OH:70])=[C:66]([OH:71])[CH:65]=1)=CC1C=CC(O)=C(O)C=1.OC1C=C(C=CC=1O)CNCC1C=CC(O)=C(O)C=1.OC1C=C(NC(NC2C=CC(O)=C(O)C=2)=O)C=CC=1O.OC1C=C(NC(NCCC2C=CC(O)=C(O)C=2)=O)C=CC=1O.